Dataset: Catalyst prediction with 721,799 reactions and 888 catalyst types from USPTO. Task: Predict which catalyst facilitates the given reaction. (1) Reactant: N(CCO)CCO.CCOCC.[CH3:13][CH:14]([C:18]([CH3:20])=[O:19])[C:15]([OH:17])=[O:16].[N+]([O-])([O-])=O.[Ag+:25]. Product: [CH3:13][CH:14]([C:18]([CH3:20])=[O:19])[C:15]([O-:17])=[O:16].[Ag+:25]. The catalyst class is: 6. (2) Reactant: C(OC(=O)[N:7]([CH2:13][C:14]1[CH:19]=[CH:18][C:17]([C:20]2[CH:25]=[CH:24][C:23]([C@@H:26]([OH:36])[C@H:27]([NH:30][C:31](=[O:35])[CH:32]([Cl:34])[Cl:33])[CH2:28][F:29])=[CH:22][CH:21]=2)=[CH:16][N:15]=1)[CH2:8][CH2:9][CH:10]([CH3:12])[CH3:11])(C)(C)C.FC(F)(F)C(O)=O. Product: [Cl:34][CH:32]([Cl:33])[C:31]([NH:30][C@H:27]([CH2:28][F:29])[C@H:26]([OH:36])[C:23]1[CH:22]=[CH:21][C:20]([C:17]2[CH:16]=[N:15][C:14]([CH2:13][NH:7][CH2:8][CH2:9][CH:10]([CH3:12])[CH3:11])=[CH:19][CH:18]=2)=[CH:25][CH:24]=1)=[O:35]. The catalyst class is: 2. (3) Reactant: [CH2:1]([O:8][C:9]1[CH:24]=[CH:23][C:12]2[O:13][C@@H:14]([CH2:17]OS(C)(=O)=O)[CH2:15][O:16][C:11]=2[CH:10]=1)[C:2]1[CH:7]=[CH:6][CH:5]=[CH:4][CH:3]=1.[NH:25]1[CH2:30][CH2:29][CH2:28][C@H:27]([C:31]2[CH:32]=[C:33]([OH:37])[CH:34]=[CH:35][CH:36]=2)[CH2:26]1.Br.C([O-])(O)=O.[Na+]. Product: [CH2:1]([O:8][C:9]1[CH:24]=[CH:23][C:12]2[O:13][C@@H:14]([CH2:17][N:25]3[CH2:30][CH2:29][CH2:28][C@H:27]([C:31]4[CH:32]=[C:33]([OH:37])[CH:34]=[CH:35][CH:36]=4)[CH2:26]3)[CH2:15][O:16][C:11]=2[CH:10]=1)[C:2]1[CH:3]=[CH:4][CH:5]=[CH:6][CH:7]=1. The catalyst class is: 10. (4) Reactant: [CH3:1][O:2][C:3](=[O:16])[CH2:4][C:5]1[CH:14]=[CH:13][C:12]2[C:7](=[CH:8][CH:9]=[C:10]([CH3:15])[CH:11]=2)[CH:6]=1.[CH3:17][O:18]C(Cl)Cl.Cl. Product: [CH3:1][O:2][C:3](=[O:16])[CH2:4][C:5]1[CH:14]=[CH:13][C:12]2[C:7](=[CH:8][CH:9]=[C:10]([CH3:15])[C:11]=2[CH:17]=[O:18])[CH:6]=1. The catalyst class is: 4. (5) Reactant: [H-].[Na+].[N:3]1[CH:8]=[CH:7][N:6]=[CH:5][C:4]=1[CH2:9][OH:10].[CH:11]([CH:14]1[C:19]2[N:20]=[CH:21][NH:22][C:18]=2[CH2:17][CH2:16][N:15]1[C:23](OCC(Cl)(Cl)Cl)=[O:24])([CH3:13])[CH3:12]. Product: [CH:11]([CH:14]1[C:19]2[N:20]=[CH:21][NH:22][C:18]=2[CH2:17][CH2:16][N:15]1[C:23]([O:10][CH2:9][C:4]1[CH:5]=[N:6][CH:7]=[CH:8][N:3]=1)=[O:24])([CH3:13])[CH3:12]. The catalyst class is: 1. (6) Reactant: [OH:1][CH2:2][CH2:3][C:4]1[CH:5]=[C:6]([CH2:10][CH2:11][OH:12])[CH:7]=[CH:8][CH:9]=1.[C:13](OC(=O)C)(=[O:15])[CH3:14]. Product: [OH:1][CH2:2][CH2:3][C:4]1[CH:5]=[C:6]([CH2:10][CH2:11][O:12][C:13](=[O:15])[CH3:14])[CH:7]=[CH:8][CH:9]=1. The catalyst class is: 10. (7) The catalyst class is: 456. Reactant: [Br:1][C:2]1[CH:3]=[C:4]2[C:8](=[CH:9][CH:10]=1)[NH:7][C:6](=[O:11])[C:5]2=[C:12]([C:16]1[CH:21]=[CH:20][CH:19]=[CH:18][CH:17]=1)[C:13]([OH:15])=O.[CH3:22][O:23][C:24]1[CH:25]=[C:26]([CH:28]=[CH:29][C:30]=1[O:31][CH3:32])[NH2:27].F[P-](F)(F)(F)(F)F.N1(O[P+](N(C)C)(N(C)C)N(C)C)C2C=CC=CC=2N=N1. Product: [Br:1][C:2]1[CH:3]=[C:4]2[C:8](=[CH:9][CH:10]=1)[NH:7][C:6](=[O:11])[C:5]2=[C:12]([C:16]1[CH:17]=[CH:18][CH:19]=[CH:20][CH:21]=1)[C:13]([NH:27][C:26]1[CH:28]=[CH:29][C:30]([O:31][CH3:32])=[C:24]([O:23][CH3:22])[CH:25]=1)=[O:15].